Dataset: NCI-60 drug combinations with 297,098 pairs across 59 cell lines. Task: Regression. Given two drug SMILES strings and cell line genomic features, predict the synergy score measuring deviation from expected non-interaction effect. (1) Drug 1: C1CN(CCN1C(=O)CCBr)C(=O)CCBr. Drug 2: C(CCl)NC(=O)N(CCCl)N=O. Cell line: RPMI-8226. Synergy scores: CSS=44.5, Synergy_ZIP=-1.32, Synergy_Bliss=-1.97, Synergy_Loewe=-4.59, Synergy_HSA=1.61. (2) Drug 1: CC1=C(C(CCC1)(C)C)C=CC(=CC=CC(=CC(=O)O)C)C. Drug 2: CC1CCC2CC(C(=CC=CC=CC(CC(C(=O)C(C(C(=CC(C(=O)CC(OC(=O)C3CCCCN3C(=O)C(=O)C1(O2)O)C(C)CC4CCC(C(C4)OC)O)C)C)O)OC)C)C)C)OC. Cell line: MOLT-4. Synergy scores: CSS=77.6, Synergy_ZIP=3.65, Synergy_Bliss=5.66, Synergy_Loewe=6.85, Synergy_HSA=8.73. (3) Drug 1: COC1=C(C=C2C(=C1)N=CN=C2NC3=CC(=C(C=C3)F)Cl)OCCCN4CCOCC4. Drug 2: C1=CC=C(C=C1)NC(=O)CCCCCCC(=O)NO. Cell line: HL-60(TB). Synergy scores: CSS=33.1, Synergy_ZIP=1.88, Synergy_Bliss=1.06, Synergy_Loewe=-1.97, Synergy_HSA=3.27. (4) Drug 1: CC1=C2C(C(=O)C3(C(CC4C(C3C(C(C2(C)C)(CC1OC(=O)C(C(C5=CC=CC=C5)NC(=O)C6=CC=CC=C6)O)O)OC(=O)C7=CC=CC=C7)(CO4)OC(=O)C)O)C)OC(=O)C. Drug 2: CC1CCC2CC(C(=CC=CC=CC(CC(C(=O)C(C(C(=CC(C(=O)CC(OC(=O)C3CCCCN3C(=O)C(=O)C1(O2)O)C(C)CC4CCC(C(C4)OC)OCCO)C)C)O)OC)C)C)C)OC. Cell line: HOP-62. Synergy scores: CSS=12.6, Synergy_ZIP=9.27, Synergy_Bliss=14.4, Synergy_Loewe=8.68, Synergy_HSA=9.13. (5) Drug 1: CN(C)N=NC1=C(NC=N1)C(=O)N. Drug 2: C1CC(=O)NC(=O)C1N2C(=O)C3=CC=CC=C3C2=O. Cell line: SR. Synergy scores: CSS=6.33, Synergy_ZIP=-0.529, Synergy_Bliss=1.20, Synergy_Loewe=1.11, Synergy_HSA=1.55. (6) Drug 1: CCC1(CC2CC(C3=C(CCN(C2)C1)C4=CC=CC=C4N3)(C5=C(C=C6C(=C5)C78CCN9C7C(C=CC9)(C(C(C8N6C)(C(=O)OC)O)OC(=O)C)CC)OC)C(=O)OC)O.OS(=O)(=O)O. Drug 2: CCC1(C2=C(COC1=O)C(=O)N3CC4=CC5=C(C=CC(=C5CN(C)C)O)N=C4C3=C2)O.Cl. Cell line: K-562. Synergy scores: CSS=57.5, Synergy_ZIP=3.47, Synergy_Bliss=-2.13, Synergy_Loewe=-9.55, Synergy_HSA=-3.18.